This data is from Full USPTO retrosynthesis dataset with 1.9M reactions from patents (1976-2016). The task is: Predict the reactants needed to synthesize the given product. (1) Given the product [CH3:13][O:14][C:15]1[CH:16]=[C:17]([CH:21]2[C:22](=[O:23])[N:1]3[C:5]4[CH:6]=[CH:7][CH:8]=[CH:9][C:4]=4[N:3]=[C:2]3[C:10]([C:11]#[N:12])=[C:26]2[CH3:27])[CH:18]=[CH:19][CH:20]=1, predict the reactants needed to synthesize it. The reactants are: [N:1]1[C:5]2[CH:6]=[CH:7][CH:8]=[CH:9][C:4]=2[NH:3][C:2]=1[CH2:10][C:11]#[N:12].[CH3:13][O:14][C:15]1[CH:16]=[C:17]([CH:21]([C:26](=O)[CH3:27])[C:22](OC)=[O:23])[CH:18]=[CH:19][CH:20]=1.C([O-])(=O)C.[NH4+]. (2) Given the product [CH3:5][Si:4]([CH2:3][C:8]1([OH:13])[CH2:12][CH2:11][CH2:10][CH2:9]1)([CH3:7])[CH3:6], predict the reactants needed to synthesize it. The reactants are: [Mg].Cl[CH2:3][Si:4]([CH3:7])([CH3:6])[CH3:5].[C:8]1(=[O:13])[CH2:12][CH2:11][CH2:10][CH2:9]1.[Cl-].[NH4+]. (3) The reactants are: [Cl:1][C:2]1[N:7]=[CH:6][C:5]2[N:8]=[C:9]([C@H:17]([OH:19])[CH3:18])[N:10]([C@H:11]([CH3:16])[C:12]([F:15])([F:14])[F:13])[C:4]=2[CH:3]=1.[O:20]1[CH:25]=[CH:24][CH2:23][CH2:22][CH2:21]1.C1(C)C=CC(S(O)(=O)=O)=CC=1. Given the product [Cl:1][C:2]1[N:7]=[CH:6][C:5]2[N:8]=[C:9]([C@H:17]([O:19][CH:21]3[CH2:22][CH2:23][CH2:24][CH2:25][O:20]3)[CH3:18])[N:10]([C@H:11]([CH3:16])[C:12]([F:13])([F:14])[F:15])[C:4]=2[CH:3]=1, predict the reactants needed to synthesize it. (4) Given the product [CH3:1][NH:2][C:3]([C:5]1[N:6]([C:15]2[CH:20]=[CH:19][C:18]([CH:21]([NH2:29])[CH3:22])=[CH:17][CH:16]=2)[C:7]2[C:12]([C:13]=1[Cl:14])=[CH:11][CH:10]=[CH:9][CH:8]=2)=[O:4], predict the reactants needed to synthesize it. The reactants are: [CH3:1][NH:2][C:3]([C:5]1[N:6]([C:15]2[CH:20]=[CH:19][C:18]([C:21](=O)[CH3:22])=[CH:17][CH:16]=2)[C:7]2[C:12]([C:13]=1[Cl:14])=[CH:11][CH:10]=[CH:9][CH:8]=2)=[O:4].C(O)(=O)C.C([BH3-])#[N:29].[Na+].C([O-])(=O)C.[NH4+].Cl. (5) Given the product [CH2:1]([S:8][C:9]1[CH:10]=[C:11]2[C:16](=[CH:17][CH:18]=1)[C:15]([C:23]1[CH:24]=[CH:25][C:26]([C:28]([F:31])([F:30])[F:29])=[CH:27][C:22]=1[O:21][CH3:20])=[N:14][CH:13]=[CH:12]2)[C:2]1[CH:7]=[CH:6][CH:5]=[CH:4][CH:3]=1, predict the reactants needed to synthesize it. The reactants are: [CH2:1]([S:8][C:9]1[CH:10]=[C:11]2[C:16](=[CH:17][CH:18]=1)[C:15](Cl)=[N:14][CH:13]=[CH:12]2)[C:2]1[CH:7]=[CH:6][CH:5]=[CH:4][CH:3]=1.[CH3:20][O:21][C:22]1[CH:27]=[C:26]([C:28]([F:31])([F:30])[F:29])[CH:25]=[CH:24][C:23]=1B(O)O.P([O-])([O-])([O-])=O.[K+].[K+].[K+].O1CCCOC1. (6) Given the product [NH2:24][C:17]1[C:18]2[C:23](=[CH:22][CH:21]=[CH:20][CH:19]=2)[C:14]([O:13][C:11]2[N:10]=[CH:9][N:8]=[C:7]([NH:6][C:4](=[O:5])[CH2:3][O:2][CH3:1])[CH:12]=2)=[CH:15][CH:16]=1, predict the reactants needed to synthesize it. The reactants are: [CH3:1][O:2][CH2:3][C:4]([NH:6][C:7]1[CH:12]=[C:11]([O:13][C:14]2[C:23]3[C:18](=[CH:19][CH:20]=[CH:21][CH:22]=3)[C:17]([N+:24]([O-])=O)=[CH:16][CH:15]=2)[N:10]=[CH:9][N:8]=1)=[O:5].CC(O)=O.[H][H].